Dataset: Reaction yield outcomes from USPTO patents with 853,638 reactions. Task: Predict the reaction yield, written as a fraction of the theoretical maximum amount of product (1.0 means a 100% yield; for example, 0.34 means a 34% yield). (1) The reactants are [O:1]1[CH2:5][CH2:4][CH:3]([C:6]([OH:8])=O)[CH2:2]1.C(Cl)(=O)C(Cl)=O.[NH2:15][CH2:16][C:17]1[CH:18]=[C:19]([C:23]2[CH:24]=[C:25]3[C:29](=[C:30]([C:32]([NH2:34])=[O:33])[CH:31]=2)[NH:28][CH:27]=[C:26]3[CH:35]2[CH2:40][CH2:39][N:38]([S:41]([CH2:44][CH3:45])(=[O:43])=[O:42])[CH2:37][CH2:36]2)[CH:20]=[CH:21][CH:22]=1.CCN(C(C)C)C(C)C. The catalyst is C(Cl)Cl.N1C=CC=CC=1.CN(C=O)C. The product is [CH2:44]([S:41]([N:38]1[CH2:39][CH2:40][CH:35]([C:26]2[C:25]3[C:29](=[C:30]([C:32]([NH2:34])=[O:33])[CH:31]=[C:23]([C:19]4[CH:20]=[CH:21][CH:22]=[C:17]([CH2:16][NH:15][C:6]([CH:3]5[CH2:4][CH2:5][O:1][CH2:2]5)=[O:8])[CH:18]=4)[CH:24]=3)[NH:28][CH:27]=2)[CH2:36][CH2:37]1)(=[O:43])=[O:42])[CH3:45]. The yield is 0.100. (2) The reactants are CC([O-])(C)C.[K+].CC1C=CC(S([CH2:17][N+:18]#[C-])(=O)=O)=CC=1.[CH2:20]([O:27][C:28]1[CH:29]=[C:30]([CH:33]=[CH:34][C:35]=1[O:36][CH3:37])[CH:31]=O)[C:21]1[CH:26]=[CH:25][CH:24]=[CH:23][CH:22]=1.CO. The catalyst is C1COCC1.O. The product is [CH2:20]([O:27][C:28]1[CH:29]=[C:30]([CH2:31][C:17]#[N:18])[CH:33]=[CH:34][C:35]=1[O:36][CH3:37])[C:21]1[CH:26]=[CH:25][CH:24]=[CH:23][CH:22]=1. The yield is 0.480. (3) The reactants are [OH:1][C:2]1[CH:9]=[CH:8][C:5]([CH:6]=[O:7])=[CH:4][C:3]=1[CH2:10][C:11]([CH3:13])=[CH2:12]. The catalyst is C1(C)C=CC=CC=1. The product is [CH3:12][C:11]1([CH3:13])[CH2:10][C:3]2[CH:4]=[C:5]([CH:6]=[O:7])[CH:8]=[CH:9][C:2]=2[O:1]1. The yield is 0.750. (4) The reactants are [CH3:1][C:2]1[CH:6]=[C:5]([CH:7]([CH3:13])[C:8]([O:10]CC)=[O:9])[NH:4][N:3]=1.O.[OH-].[Na+]. The catalyst is CO. The product is [CH3:1][C:2]1[CH:6]=[C:5]([CH:7]([CH3:13])[C:8]([OH:10])=[O:9])[NH:4][N:3]=1. The yield is 0.760. (5) The reactants are [F:1][C:2]1[CH:3]=[C:4]([CH:49]=[CH:50][CH:51]=1)[CH2:5][N:6]1[CH:10]=[C:9]([C:11]2[C:19]3[C:14](=[N:15][CH:16]=[C:17]([C:20]4[N:21]=[CH:22][C:23]([N:26]5[CH2:31][CH2:30][N:29](C(OC(C)(C)C)=O)[CH2:28][CH2:27]5)=[N:24][CH:25]=4)[CH:18]=3)[N:13]([S:39]([C:42]3[CH:48]=[CH:47][C:45]([CH3:46])=[CH:44][CH:43]=3)(=[O:41])=[O:40])[CH:12]=2)[CH:8]=[N:7]1.C[C@H]1CO1.CCN(C(C)C)C(C)C.C(O)C.[ClH:68]. The catalyst is CCOCC. The product is [ClH:68].[F:1][C:2]1[CH:3]=[C:4]([CH:49]=[CH:50][CH:51]=1)[CH2:5][N:6]1[CH:10]=[C:9]([C:11]2[C:19]3[C:14](=[N:15][CH:16]=[C:17]([C:20]4[CH:25]=[N:24][C:23]([N:26]5[CH2:27][CH2:28][NH:29][CH2:30][CH2:31]5)=[CH:22][N:21]=4)[CH:18]=3)[N:13]([S:39]([C:42]3[CH:48]=[CH:47][C:45]([CH3:46])=[CH:44][CH:43]=3)(=[O:40])=[O:41])[CH:12]=2)[CH:8]=[N:7]1. The yield is 0.637. (6) The reactants are [CH3:1][C:2]1([CH3:15])[CH2:13][C:12]2[CH:11]=[C:10]3[N:5]([CH2:6][CH2:7][NH:8][C:9]3=[O:14])[C:4]=2[CH2:3]1.[C:16]([O:19][CH2:20][C:21]1[C:26]([Br:27])=[CH:25][C:24]([F:28])=[CH:23][C:22]=1Br)(=[O:18])[CH3:17].C(=O)([O-])[O-].[Cs+].[Cs+].CC1(C)C2C(=C(P(C3C=CC=CC=3)C3C=CC=CC=3)C=CC=2)OC2C(P(C3C=CC=CC=3)C3C=CC=CC=3)=CC=CC1=2. The catalyst is O1CCOCC1.C1C=CC(/C=C/C(/C=C/C2C=CC=CC=2)=O)=CC=1.C1C=CC(/C=C/C(/C=C/C2C=CC=CC=2)=O)=CC=1.C1C=CC(/C=C/C(/C=C/C2C=CC=CC=2)=O)=CC=1.[Pd].[Pd].C(OCC)(=O)C.O. The product is [C:16]([O:19][CH2:20][C:21]1[C:22]([N:8]2[CH2:7][CH2:6][N:5]3[C:10](=[CH:11][C:12]4[CH2:13][C:2]([CH3:15])([CH3:1])[CH2:3][C:4]=43)[C:9]2=[O:14])=[CH:23][C:24]([F:28])=[CH:25][C:26]=1[Br:27])(=[O:18])[CH3:17]. The yield is 0.560. (7) The product is [CH2:21]([N:23]([CH2:24][CH3:25])[C:15]1[CH:16]=[N:17][CH:18]=[CH:19][CH:20]=1)[CH3:22]. The yield is 0.360. The reactants are CC(C)([O-])C.[Na+].C1(C)C=CC=CC=1.Br[C:15]1[CH:16]=[N:17][CH:18]=[CH:19][CH:20]=1.[CH2:21]([NH:23][CH2:24][CH3:25])[CH3:22]. The catalyst is C1C=CC(/C=C/C(/C=C/C2C=CC=CC=2)=O)=CC=1.C1C=CC(/C=C/C(/C=C/C2C=CC=CC=2)=O)=CC=1.C1C=CC(/C=C/C(/C=C/C2C=CC=CC=2)=O)=CC=1.C(Cl)(Cl)Cl.[Pd].[Pd].C(OCC)(=O)C.O. (8) The reactants are C1COCC1.O.[C:7]([C:11]1[CH:16]=[C:15]([C:17]([CH3:20])([CH3:19])[CH3:18])[C:14](=[O:21])[C:13](=[O:22])[C:12]=1[N+:23]([O-:25])=[O:24])([CH3:10])([CH3:9])[CH3:8].[O-]S(S([O-])=O)=O.[Na+].[Na+]. The catalyst is CCOC(C)=O. The product is [C:7]([C:11]1[C:12]([N+:23]([O-:25])=[O:24])=[C:13]([OH:22])[C:14]([OH:21])=[C:15]([C:17]([CH3:18])([CH3:19])[CH3:20])[CH:16]=1)([CH3:8])([CH3:9])[CH3:10]. The yield is 0.740. (9) The reactants are Cl[C:2]1[N:7]=[C:6]([C:8]2[N:12]3[CH:13]=[CH:14][C:15]([F:17])=[CH:16][C:11]3=[N:10][C:9]=2[C:18]2[CH:19]=[C:20]([CH:32]=[CH:33][CH:34]=2)[C:21]([NH:23][C:24]2[C:29]([F:30])=[CH:28][CH:27]=[CH:26][C:25]=2[F:31])=[O:22])[CH:5]=[CH:4][N:3]=1.[CH3:35][O:36][C:37]1[CH:43]=[C:42]([N:44]2[CH2:49][CH2:48][CH:47]([N:50]3[CH2:55][CH2:54][N:53]([S:56]([CH3:59])(=[O:58])=[O:57])[CH2:52][CH2:51]3)[CH2:46][CH2:45]2)[CH:41]=[CH:40][C:38]=1[NH2:39].Cl.O1CCOCC1.C[O-].[Na+]. The catalyst is FC(F)(F)CO.CO.C(Cl)Cl.CCCCCC. The product is [F:31][C:25]1[CH:26]=[CH:27][CH:28]=[C:29]([F:30])[C:24]=1[NH:23][C:21](=[O:22])[C:20]1[CH:32]=[CH:33][CH:34]=[C:18]([C:9]2[N:10]=[C:11]3[CH:16]=[C:15]([F:17])[CH:14]=[CH:13][N:12]3[C:8]=2[C:6]2[CH:5]=[CH:4][N:3]=[C:2]([NH:39][C:38]3[CH:40]=[CH:41][C:42]([N:44]4[CH2:49][CH2:48][CH:47]([N:50]5[CH2:55][CH2:54][N:53]([S:56]([CH3:59])(=[O:58])=[O:57])[CH2:52][CH2:51]5)[CH2:46][CH2:45]4)=[CH:43][C:37]=3[O:36][CH3:35])[N:7]=2)[CH:19]=1. The yield is 0.700. (10) The reactants are [CH2:1]([N:8]1[CH2:12][CH2:11][CH2:10][C:9]1=[N:13][C:14]1[CH:21]=[CH:20][CH:19]=[CH:18][C:15]=1[C:16]#[N:17])[C:2]1[CH:7]=[CH:6][CH:5]=[CH:4][CH:3]=1.O1CCCC1. The catalyst is CCCCCC. The product is [CH2:1]([N:8]1[C:9]2=[N:13][C:14]3[C:15]([C:16]([NH2:17])=[C:10]2[CH2:11][CH2:12]1)=[CH:18][CH:19]=[CH:20][CH:21]=3)[C:2]1[CH:3]=[CH:4][CH:5]=[CH:6][CH:7]=1. The yield is 0.390.